From a dataset of Forward reaction prediction with 1.9M reactions from USPTO patents (1976-2016). Predict the product of the given reaction. (1) The product is: [C:1]([O:5][C:6](=[O:39])[NH:7][CH2:8][CH:9]([C:10]1[CH:15]=[CH:14][CH:13]=[C:12]([NH2:16])[CH:11]=1)[NH:19][C:20]([C:22]1[S:38][C:25]2=[N:26][C:27]3[CH2:28][CH2:29][CH:30]([C:34]([CH3:37])([CH3:36])[CH3:35])[CH2:31][C:32]=3[CH:33]=[C:24]2[CH:23]=1)=[O:21])([CH3:2])([CH3:3])[CH3:4]. Given the reactants [C:1]([O:5][C:6](=[O:39])[NH:7][CH2:8][CH:9]([NH:19][C:20]([C:22]1[S:38][C:25]2=[N:26][C:27]3[CH2:28][CH2:29][CH:30]([C:34]([CH3:37])([CH3:36])[CH3:35])[CH2:31][C:32]=3[CH:33]=[C:24]2[CH:23]=1)=[O:21])[C:10]1[CH:15]=[CH:14][CH:13]=[C:12]([N+:16]([O-])=O)[CH:11]=1)([CH3:4])([CH3:3])[CH3:2], predict the reaction product. (2) Given the reactants [C:1]1([CH3:21])[CH:6]=[CH:5][CH:4]=[C:3]([NH:7][C:8]([N:10]2[CH2:15][CH2:14][N:13](C(OCC)=O)[CH2:12][CH2:11]2)=[O:9])[CH:2]=1.I[Si](C)(C)C, predict the reaction product. The product is: [C:1]1([CH3:21])[CH:6]=[CH:5][CH:4]=[C:3]([NH:7][C:8]([N:10]2[CH2:15][CH2:14][NH:13][CH2:12][CH2:11]2)=[O:9])[CH:2]=1. (3) Given the reactants [OH-].[Na+].[I:3][C:4]1[CH:9]=[CH:8][N:7]=[C:6]2[NH:10][CH:11]=[CH:12][C:5]=12.[C:13]1([S:19](Cl)(=[O:21])=[O:20])[CH:18]=[CH:17][CH:16]=[CH:15][CH:14]=1.O, predict the reaction product. The product is: [I:3][C:4]1[CH:9]=[CH:8][N:7]=[C:6]2[N:10]([S:19]([C:13]3[CH:18]=[CH:17][CH:16]=[CH:15][CH:14]=3)(=[O:21])=[O:20])[CH:11]=[CH:12][C:5]=12. (4) Given the reactants [OH:1][CH2:2][CH2:3][C:4]1[C:12]2[C:7]3=[C:8]([S:13][CH2:14][CH2:15][N:6]3[C:5]=1[C:16]([O:18]C)=[O:17])[CH:9]=[CH:10][CH:11]=2.[Cl:20][C:21]1[C:26]([CH3:27])=[CH:25][C:24](O)=[CH:23][C:22]=1[CH3:29], predict the reaction product. The product is: [Cl:20][C:21]1[C:26]([CH3:27])=[CH:25][C:24]([O:1][CH2:2][CH2:3][C:4]2[C:12]3[C:7]4=[C:8]([S:13][CH2:14][CH2:15][N:6]4[C:5]=2[C:16]([OH:18])=[O:17])[CH:9]=[CH:10][CH:11]=3)=[CH:23][C:22]=1[CH3:29].